Task: Predict which catalyst facilitates the given reaction.. Dataset: Catalyst prediction with 721,799 reactions and 888 catalyst types from USPTO (1) Reactant: C(OC(=O)[NH:7][C:8]1[CH:13]=[CH:12][N:11]=[CH:10][C:9]=1[CH2:14][CH2:15][OH:16])(C)(C)C.C(O)(C(F)(F)F)=O. Product: [NH2:7][C:8]1[CH:13]=[CH:12][N:11]=[CH:10][C:9]=1[CH2:14][CH2:15][OH:16]. The catalyst class is: 2. (2) Reactant: [NH:1]1[CH2:6][CH2:5][CH:4]([NH:7][C:8]([C:10]2[N:11]([CH2:19][C:20]3[CH:24]=[C:23]([C:25]4[S:26][C:27]([Cl:30])=[CH:28][CH:29]=4)[O:22][N:21]=3)[C:12]3[C:17]([CH:18]=2)=[CH:16][CH:15]=[CH:14][CH:13]=3)=[O:9])[CH2:3][CH2:2]1.[O:31]([C:33]#[N:34])[K]. Product: [C:33]([N:1]1[CH2:6][CH2:5][CH:4]([NH:7][C:8]([C:10]2[N:11]([CH2:19][C:20]3[CH:24]=[C:23]([C:25]4[S:26][C:27]([Cl:30])=[CH:28][CH:29]=4)[O:22][N:21]=3)[C:12]3[C:17]([CH:18]=2)=[CH:16][CH:15]=[CH:14][CH:13]=3)=[O:9])[CH2:3][CH2:2]1)(=[O:31])[NH2:34]. The catalyst class is: 15. (3) Reactant: [CH2:1]([N:3]([CH2:8][CH3:9])[CH2:4][CH2:5][NH:6][CH3:7])[CH3:2].[Cl:10][C:11]1[CH:16]=[C:15]([N+:17]([O-:19])=[O:18])[CH:14]=[CH:13][C:12]=1F.C(N(CC)CC)C.C(=O)(O)[O-].[Na+]. Product: [Cl:10][C:11]1[CH:16]=[C:15]([N+:17]([O-:19])=[O:18])[CH:14]=[CH:13][C:12]=1[N:6]([CH3:7])[CH2:5][CH2:4][N:3]([CH2:8][CH3:9])[CH2:1][CH3:2]. The catalyst class is: 1. (4) Reactant: [CH2:1]([C:3]1[N:18]([C@@H:19]2[C:27]3[C:22](=[CH:23][C:24]([C:28]4[CH:33]=[CH:32][CH:31]=[CH:30][C:29]=4[C:34]4[N:38](C(C5C=CC=CC=5)(C5C=CC=CC=5)C5C=CC=CC=5)[N:37]=[N:36][N:35]=4)=[CH:25][CH:26]=3)[CH2:21][CH2:20]2)[C:6]2=[N:7][C:8]([C:12](=[O:17])[CH2:13][CH:14]([CH3:16])[CH3:15])=[CH:9][C:10]([CH3:11])=[C:5]2[N:4]=1)[CH3:2]. Product: [NH:38]1[C:34]([C:29]2[CH:30]=[CH:31][CH:32]=[CH:33][C:28]=2[C:24]2[CH:23]=[C:22]3[C:27](=[CH:26][CH:25]=2)[C@@H:19]([N:18]2[C:6]4=[N:7][C:8]([C:12](=[O:17])[CH2:13][CH:14]([CH3:15])[CH3:16])=[CH:9][C:10]([CH3:11])=[C:5]4[N:4]=[C:3]2[CH2:1][CH3:2])[CH2:20][CH2:21]3)=[N:35][N:36]=[N:37]1. The catalyst class is: 5. (5) Reactant: Cl.[F:2][C:3]1[C:4]([O:16][C:17]2[C:18]([CH3:27])=[N:19][C:20]([S:23]([CH3:26])(=[O:25])=[O:24])=[CH:21][CH:22]=2)=[N:5][CH:6]=[N:7][C:8]=1[O:9][CH:10]1[CH2:15][CH2:14][NH:13][CH2:12][CH2:11]1.Cl[C:29]1[N:34]=[CH:33][C:32]([CH2:35][CH3:36])=[CH:31][N:30]=1.C(N(CC)CC)C. Product: [CH2:35]([C:32]1[CH:31]=[N:30][C:29]([N:13]2[CH2:14][CH2:15][CH:10]([O:9][C:8]3[C:3]([F:2])=[C:4]([O:16][C:17]4[C:18]([CH3:27])=[N:19][C:20]([S:23]([CH3:26])(=[O:24])=[O:25])=[CH:21][CH:22]=4)[N:5]=[CH:6][N:7]=3)[CH2:11][CH2:12]2)=[N:34][CH:33]=1)[CH3:36]. The catalyst class is: 41. (6) Reactant: [C:1]([C:5]1[CH:9]=[C:8]([NH:10][C:11]([NH:13][C:14]2[C:23]3[C:18](=[CH:19][CH:20]=[CH:21][CH:22]=3)[C:17]([O:24][C:25]3[CH:30]=[CH:29][N:28]=[C:27](Cl)[N:26]=3)=[CH:16][CH:15]=2)=[O:12])[N:7]([C:32]2[CH:37]=[CH:36][C:35]([CH3:38])=[CH:34][CH:33]=2)[N:6]=1)([CH3:4])([CH3:3])[CH3:2].[CH3:39][O:40][C:41]1[CH:42]=[C:43]([CH:45]=[C:46]([O:48][CH2:49][CH2:50][O:51][CH2:52][CH2:53][O:54][CH3:55])[CH:47]=1)[NH2:44]. Product: [C:1]([C:5]1[CH:9]=[C:8]([NH:10][C:11]([NH:13][C:14]2[C:23]3[C:18](=[CH:19][CH:20]=[CH:21][CH:22]=3)[C:17]([O:24][C:25]3[CH:30]=[CH:29][N:28]=[C:27]([NH:44][C:43]4[CH:45]=[C:46]([O:48][CH2:49][CH2:50][O:51][CH2:52][CH2:53][O:54][CH3:55])[CH:47]=[C:41]([O:40][CH3:39])[CH:42]=4)[N:26]=3)=[CH:16][CH:15]=2)=[O:12])[N:7]([C:32]2[CH:37]=[CH:36][C:35]([CH3:38])=[CH:34][CH:33]=2)[N:6]=1)([CH3:4])([CH3:3])[CH3:2]. The catalyst class is: 3.